From a dataset of Full USPTO retrosynthesis dataset with 1.9M reactions from patents (1976-2016). Predict the reactants needed to synthesize the given product. (1) Given the product [OH:8]/[C:3](=[CH:21]\[C:20]([C:17]1[CH:18]=[CH:19][C:14]([S:13][CH3:12])=[CH:15][CH:16]=1)=[O:22])/[C:4]([O:6][CH3:7])=[O:5], predict the reactants needed to synthesize it. The reactants are: CO[C:3](=[O:8])[C:4]([O:6][CH3:7])=[O:5].C[O-].[Na+].[CH3:12][S:13][C:14]1[CH:19]=[CH:18][C:17]([C:20](=[O:22])[CH3:21])=[CH:16][CH:15]=1.Cl. (2) Given the product [CH3:1][O:2][C:3]([CH:5]1[CH2:10][CH2:9][CH:8]([C:11]#[N:12])[CH2:7][CH2:6]1)=[O:4], predict the reactants needed to synthesize it. The reactants are: [CH3:1][O:2][C:3]([CH:5]1[CH2:10][CH2:9][CH:8]([C:11](=O)[NH2:12])[CH2:7][CH2:6]1)=[O:4].O=C(Cl)OC(Cl)(Cl)Cl. (3) Given the product [Cl:31][C:27]1[CH:28]=[C:29]2[C:24]([CH:23]=[CH:22][C:21](/[CH:20]=[CH:19]/[C:17]3[CH:18]=[C:13]([C@H:12]([S:32][CH2:33][C:34]4([CH2:37][C:38]([O-:40])=[O:39])[CH2:35][CH2:36]4)[CH2:11][CH2:10][C:9]4[CH:8]=[CH:7][CH:6]=[CH:5][C:4]=4[C:2]([OH:41])([CH3:3])[CH3:1])[CH:14]=[CH:15][CH:16]=3)=[N:30]2)=[CH:25][CH:26]=1.[Na+:43], predict the reactants needed to synthesize it. The reactants are: [CH3:1][C:2]([OH:41])([C:4]1[CH:5]=[CH:6][CH:7]=[CH:8][C:9]=1[CH2:10][CH2:11][C@@H:12]([S:32][CH2:33][C:34]1([CH2:37][C:38]([OH:40])=[O:39])[CH2:36][CH2:35]1)[C:13]1[CH:14]=[CH:15][CH:16]=[C:17](/[CH:19]=[CH:20]/[C:21]2[CH:22]=[CH:23][C:24]3[CH:25]=[CH:26][C:27]([Cl:31])=[CH:28][C:29]=3[N:30]=2)[CH:18]=1)[CH3:3].[OH-].[Na+:43].CCCCCCC. (4) Given the product [CH3:1][O:2][C:3]1[CH:8]=[CH:7][C:6]([C:14]([C:16]2[S:24][C:19]3=[CH:20][N:21]=[CH:22][CH:23]=[C:18]3[C:17]=2[NH:25][C:26](=[O:32])[O:27][C:28]([CH3:30])([CH3:29])[CH3:31])=[O:15])=[CH:5][CH:4]=1, predict the reactants needed to synthesize it. The reactants are: [CH3:1][O:2][C:3]1[CH:8]=[CH:7][C:6]([Mg]Br)=[CH:5][CH:4]=1.CON(C)[C:14]([C:16]1[S:24][C:19]2=[CH:20][N:21]=[CH:22][CH:23]=[C:18]2[C:17]=1[NH:25][C:26](=[O:32])[O:27][C:28]([CH3:31])([CH3:30])[CH3:29])=[O:15].